Dataset: Forward reaction prediction with 1.9M reactions from USPTO patents (1976-2016). Task: Predict the product of the given reaction. Given the reactants [C:1]([O:5][C:6]([NH:8][CH2:9][CH:10]([C:14]1[CH:18]=[CH:17][S:16][CH:15]=1)[C:11]([OH:13])=O)=[O:7])([CH3:4])([CH3:3])[CH3:2].C(Cl)CCl.[NH2:23][C:24]1[CH:25]=[C:26]2[C:31](=[CH:32][CH:33]=1)[CH:30]=[N:29][CH:28]=[CH:27]2, predict the reaction product. The product is: [CH:30]1[C:31]2[C:26](=[CH:25][C:24]([NH:23][C:11](=[O:13])[CH:10]([C:14]3[CH:18]=[CH:17][S:16][CH:15]=3)[CH2:9][NH:8][C:6](=[O:7])[O:5][C:1]([CH3:2])([CH3:3])[CH3:4])=[CH:33][CH:32]=2)[CH:27]=[CH:28][N:29]=1.